This data is from Reaction yield outcomes from USPTO patents with 853,638 reactions. The task is: Predict the reaction yield, written as a fraction of the theoretical maximum amount of product (1.0 means a 100% yield; for example, 0.34 means a 34% yield). (1) The reactants are [Mg].BrCCBr.Br[C:7]1[CH:8]=[C:9]([CH:17]=[CH2:18])[C:10]2[C:15]([CH:16]=1)=[CH:14][CH:13]=[CH:12][CH:11]=2.[O:19]=[C:20]1[CH2:24][N:23]([C:25]([O:27][C:28]([CH3:31])([CH3:30])[CH3:29])=[O:26])[C@H:22]([C:32]([O:34][CH3:35])=[O:33])[CH2:21]1. The catalyst is C1COCC1.C1(C)C=CC=CC=1. The product is [OH:19][C@:20]1([C:7]2[CH:8]=[C:9]([CH:17]=[CH2:18])[C:10]3[C:15](=[CH:14][CH:13]=[CH:12][CH:11]=3)[CH:16]=2)[CH2:24][N:23]([C:25]([O:27][C:28]([CH3:29])([CH3:30])[CH3:31])=[O:26])[C@H:22]([C:32]([O:34][CH3:35])=[O:33])[CH2:21]1. The yield is 0.320. (2) The reactants are [F:1][C:2]([F:16])([F:15])[C:3]([C:5]1[C:13]2[C:8](=[CH:9][C:10]([F:14])=[CH:11][CH:12]=2)[NH:7][CH:6]=1)=[O:4].C(=O)([O-])[O-].[K+].[K+].I[CH:24]([CH3:26])[CH3:25]. The catalyst is CN(C)C=O. The product is [F:16][C:2]([F:1])([F:15])[C:3]([C:5]1[C:13]2[C:8](=[CH:9][C:10]([F:14])=[CH:11][CH:12]=2)[N:7]([CH:24]([CH3:26])[CH3:25])[CH:6]=1)=[O:4]. The yield is 0.900. (3) The reactants are [CH2:1]([N:3]1[C:14](=[O:15])[C:12]2[N:13]3[C:8](=[CH:9][C:10](=[O:18])[C:11]=2[O:16][CH3:17])[CH2:7][CH2:6][CH:5]3[CH:4]1[OH:19])[CH3:2].[H-].[Na+].[CH3:22]I. The catalyst is CN(C=O)C. The product is [CH2:1]([N:3]1[C:14](=[O:15])[C:12]2[N:13]3[C:8](=[CH:9][C:10](=[O:18])[C:11]=2[O:16][CH3:17])[CH2:7][CH2:6][C@H:5]3[C@@H:4]1[O:19][CH3:22])[CH3:2].[CH2:1]([N:3]1[C:14](=[O:15])[C:12]2[N:13]3[C:8](=[CH:9][C:10](=[O:18])[C:11]=2[O:16][CH3:17])[CH2:7][CH2:6][C@@H:5]3[C@@H:4]1[O:19][CH3:22])[CH3:2]. The yield is 0.420. (4) The reactants are N#N.[F:3][C:4]([F:13])([F:12])[C:5]1[CH:10]=[CH:9][N:8]=[C:7]([NH2:11])[CH:6]=1.[Br:14][C:15]1[CH:20]=[C:19]([CH3:21])[CH:18]=[C:17](Br)[N:16]=1.CC(C)([O-])C.[Na+]. The catalyst is O1CCOCC1.[Pd](Cl)Cl.C(P(C(C)(C)C)[C-]1C=CC=C1)(C)(C)C.[C-]1(P(C(C)(C)C)C(C)(C)C)C=CC=C1.[Fe+2]. The product is [Br:14][C:15]1[N:16]=[C:17]([NH:11][C:7]2[CH:6]=[C:5]([C:4]([F:3])([F:12])[F:13])[CH:10]=[CH:9][N:8]=2)[CH:18]=[C:19]([CH3:21])[CH:20]=1. The yield is 0.920. (5) The reactants are [NH2:1][C:2]1[CH:3]=[C:4]2[C:13](=[CH:14][CH:15]=1)[O:12][CH2:11][C:10]1[N:5]2[CH:6]([CH3:17])[C:7](=[O:16])[NH:8][N:9]=1.[C:18]([O:22][C:23]([N:25]1[CH2:28][C:27](=O)[CH2:26]1)=[O:24])([CH3:21])([CH3:20])[CH3:19].C([BH3-])#N.[Na+]. The catalyst is CO.CC(O)=O. The product is [C:18]([O:22][C:23]([N:25]1[CH2:28][CH:27]([NH:1][C:2]2[CH:3]=[C:4]3[C:13](=[CH:14][CH:15]=2)[O:12][CH2:11][C:10]2[N:5]3[CH:6]([CH3:17])[C:7](=[O:16])[NH:8][N:9]=2)[CH2:26]1)=[O:24])([CH3:21])([CH3:19])[CH3:20]. The yield is 0.540. (6) The reactants are [Cl:1][C:2]1[CH:3]=[C:4]([CH2:21][C:22]#[N:23])[CH:5]=[C:6]([Cl:20])[C:7]=1[O:8][C:9]1[CH:14]=[CH:13][C:12]([O:15][CH3:16])=[C:11]([CH:17]([CH3:19])[CH3:18])[CH:10]=1.[Cl-].[NH4+].[N-:26]=[N+:27]=[N-:28].[Na+]. The catalyst is CN(C)C=O. The product is [Cl:1][C:2]1[CH:3]=[C:4]([CH:5]=[C:6]([Cl:20])[C:7]=1[O:8][C:9]1[CH:14]=[CH:13][C:12]([O:15][CH3:16])=[C:11]([CH:17]([CH3:19])[CH3:18])[CH:10]=1)[CH2:21][C:22]1[NH:28][N:27]=[N:26][N:23]=1. The yield is 0.340. (7) The reactants are [CH3:1][O:2][C:3]1[C:34]([O:35][CH3:36])=[CH:33][CH:32]=[CH:31][C:4]=1[CH2:5][N:6]([CH2:27][CH2:28][CH2:29][CH3:30])[C:7](=[O:26])[CH2:8][O:9][C:10]1[CH:15]=[CH:14][C:13]([CH2:16][C@H:17]([O:23][CH2:24][CH3:25])[C:18]([O:20]CC)=[O:19])=[CH:12][CH:11]=1.[Li+].[OH-].Cl. The catalyst is C(#N)C. The product is [CH2:27]([N:6]([CH2:5][C:4]1[CH:31]=[CH:32][CH:33]=[C:34]([O:35][CH3:36])[C:3]=1[O:2][CH3:1])[C:7](=[O:26])[CH2:8][O:9][C:10]1[CH:11]=[CH:12][C:13]([CH2:16][C@H:17]([O:23][CH2:24][CH3:25])[C:18]([OH:20])=[O:19])=[CH:14][CH:15]=1)[CH2:28][CH2:29][CH3:30]. The yield is 0.980. (8) The reactants are [CH3:1][C:2]1[S:3][C:4]2[C:13]3[N:12]=[C:11]([NH2:14])[N:10]=[CH:9][C:8]=3[CH2:7][CH2:6][C:5]=2[N:15]=1.[Li+].C[Si]([N-][Si](C)(C)C)(C)C.[CH2:26](Br)[C:27]1[CH:32]=[CH:31][CH:30]=[CH:29][CH:28]=1.[Cl-].[NH4+]. The catalyst is C1COCC1. The product is [CH2:26]([NH:14][C:11]1[N:10]=[CH:9][C:8]2[CH2:7][CH2:6][C:5]3[N:15]=[C:2]([CH3:1])[S:3][C:4]=3[C:13]=2[N:12]=1)[C:27]1[CH:32]=[CH:31][CH:30]=[CH:29][CH:28]=1. The yield is 0.200. (9) The reactants are Cl[C:2]1[CH:7]=[C:6]([Cl:8])[N:5]=[CH:4][N:3]=1.[NH2:9][C:10]1[CH:18]=[CH:17][CH:16]=[C:15]2[C:11]=1[CH:12]=[CH:13][NH:14]2.C(N(CC)C(C)C)(C)C. The catalyst is CN(C)C=O. The product is [Cl:8][C:6]1[N:5]=[CH:4][N:3]=[C:2]([NH:9][C:10]2[CH:18]=[CH:17][CH:16]=[C:15]3[C:11]=2[CH:12]=[CH:13][NH:14]3)[CH:7]=1. The yield is 0.370. (10) The reactants are [NH2:1][C:2]1[CH:3]=[CH:4][C:5]([OH:25])=[C:6]([CH:24]=1)[C:7]([NH:9][C:10]1[CH:15]=[C:14]([C:16]([F:19])([F:18])[F:17])[CH:13]=[C:12]([C:20]([F:23])([F:22])[F:21])[CH:11]=1)=[O:8].N1C=CC=CC=1.O1CCCC1.[C:37](Cl)(=[O:44])[C:38]1[CH:43]=[CH:42][CH:41]=[CH:40][CH:39]=1. The catalyst is O. The product is [C:37]([NH:1][C:2]1[CH:3]=[CH:4][C:5]([OH:25])=[C:6]([CH:24]=1)[C:7]([NH:9][C:10]1[CH:11]=[C:12]([C:20]([F:21])([F:22])[F:23])[CH:13]=[C:14]([C:16]([F:17])([F:18])[F:19])[CH:15]=1)=[O:8])(=[O:44])[C:38]1[CH:43]=[CH:42][CH:41]=[CH:40][CH:39]=1. The yield is 0.257.